Predict the reactants needed to synthesize the given product. From a dataset of Full USPTO retrosynthesis dataset with 1.9M reactions from patents (1976-2016). Given the product [CH2:21]([O:28][C:29]([NH:1][CH2:2][CH2:3][CH2:4][CH2:5][CH2:6][CH2:7][CH2:8][CH2:9][CH2:10][CH2:11][C:12]([OH:14])=[O:13])=[O:30])[C:22]1[CH:27]=[CH:26][CH:25]=[CH:24][CH:23]=1, predict the reactants needed to synthesize it. The reactants are: [NH2:1][CH2:2][CH2:3][CH2:4][CH2:5][CH2:6][CH2:7][CH2:8][CH2:9][CH2:10][CH2:11][C:12]([OH:14])=[O:13].C([O-])([O-])=O.[K+].[K+].[CH2:21]([O:28][C:29](Cl)=[O:30])[C:22]1[CH:27]=[CH:26][CH:25]=[CH:24][CH:23]=1.